This data is from Full USPTO retrosynthesis dataset with 1.9M reactions from patents (1976-2016). The task is: Predict the reactants needed to synthesize the given product. (1) Given the product [F:3][C:4]1[CH:5]=[C:6]([N:11]2[CH2:15][CH2:14][CH2:13][C@@H:12]2[C:16]2[CH:17]=[C:18]([C:33]([OH:35])=[O:34])[CH:19]=[C:20]3[C:25]=2[O:24][C:23]([N:26]2[CH2:27][CH2:28][O:29][CH2:30][CH2:31]2)=[CH:22][C:21]3=[O:32])[CH:7]=[C:8]([F:10])[CH:9]=1, predict the reactants needed to synthesize it. The reactants are: [OH-].[Na+].[F:3][C:4]1[CH:5]=[C:6]([N:11]2[CH2:15][CH2:14][CH2:13][C@@H:12]2[C:16]2[CH:17]=[C:18]([C:33]([O:35]C)=[O:34])[CH:19]=[C:20]3[C:25]=2[O:24][C:23]([N:26]2[CH2:31][CH2:30][O:29][CH2:28][CH2:27]2)=[CH:22][C:21]3=[O:32])[CH:7]=[C:8]([F:10])[CH:9]=1.Cl. (2) Given the product [Cl:1][C:2]1[CH:3]=[C:4]2[C:9](=[CH:10][C:11]=1[Cl:12])[N:8]=[C:7](/[CH:13]=[CH:14]/[C:15]1[CH:20]=[CH:19][CH:18]=[CH:17][CH:16]=1)[CH:6]=[CH:5]2, predict the reactants needed to synthesize it. The reactants are: [Cl:1][C:2]1[CH:3]=[C:4]2[C:9](=[CH:10][C:11]=1[Cl:12])[N:8]=[C:7]([CH3:13])[CH:6]=[CH:5]2.[CH:14](=O)[C:15]1[CH:20]=[CH:19][CH:18]=[CH:17][CH:16]=1.CC(OC(C)=O)=O. (3) Given the product [CH3:26][O:25][C:23](=[O:24])[C:22]1[CH:27]=[CH:28][C:19]([O:16][CH2:15][C:14]2[C:10]([C:5]3[CH:6]=[CH:7][CH:8]=[CH:9][C:4]=3[F:3])=[N:11][O:12][C:13]=2[CH3:17])=[N:20][CH:21]=1, predict the reactants needed to synthesize it. The reactants are: [H-].[Na+].[F:3][C:4]1[CH:9]=[CH:8][CH:7]=[CH:6][C:5]=1[C:10]1[C:14]([CH2:15][OH:16])=[C:13]([CH3:17])[O:12][N:11]=1.Cl[C:19]1[CH:28]=[CH:27][C:22]([C:23]([O:25][CH3:26])=[O:24])=[CH:21][N:20]=1.[Cl-].[Na+]. (4) Given the product [NH2:14][C:13](=[N:15][NH:29][C:27](=[O:28])[C:26]([S:23]([C:20]1[CH:21]=[CH:22][C:17]([Cl:16])=[CH:18][CH:19]=1)(=[O:24])=[O:25])([CH3:32])[CH3:31])[C:11]1[O:10][N:9]=[C:8]([C:4]([CH3:7])([CH3:5])[CH3:6])[CH:12]=1, predict the reactants needed to synthesize it. The reactants are: C[O-].[Na+].[C:4]([C:8]1[CH:12]=[C:11]([C:13]([NH2:15])=[NH:14])[O:10][N:9]=1)([CH3:7])([CH3:6])[CH3:5].[Cl:16][C:17]1[CH:22]=[CH:21][C:20]([S:23]([C:26]([CH3:32])([CH3:31])[C:27]([NH:29]N)=[O:28])(=[O:25])=[O:24])=[CH:19][CH:18]=1. (5) Given the product [Br:1][C:2]1[C:3]([I:21])=[C:4]2[N:10]=[C:9]([C:11]3[CH:20]=[CH:19][C:14]([C:15]([OH:17])=[O:16])=[CH:13][CH:12]=3)[NH:8][C:5]2=[N:6][CH:7]=1, predict the reactants needed to synthesize it. The reactants are: [Br:1][C:2]1[C:3]([I:21])=[C:4]2[N:10]=[C:9]([C:11]3[CH:20]=[CH:19][C:14]([C:15]([O:17]C)=[O:16])=[CH:13][CH:12]=3)[NH:8][C:5]2=[N:6][CH:7]=1.O.[OH-].[Li+].Cl. (6) Given the product [F:1][C:2]1[CH:3]=[CH:4][C:5]([N:8]2[C@H:11]([C:12]3[CH:13]=[CH:14][C:15]([OH:18])=[CH:16][CH:17]=3)[C@@H:10]([CH2:26][CH2:27][C@@H:28]([C:30]3[CH:31]=[CH:32][C:33]([F:36])=[CH:34][CH:35]=3)[OH:29])[C:9]2=[O:37])=[CH:6][CH:7]=1, predict the reactants needed to synthesize it. The reactants are: [F:1][C:2]1[CH:7]=[CH:6][C:5]([N:8]2[C@H:11]([C:12]3[CH:17]=[CH:16][C:15]([O:18]CC4C=CC=CC=4)=[CH:14][CH:13]=3)[C@@H:10]([CH2:26][CH2:27][C@@H:28]([C:30]3[CH:35]=[CH:34][C:33]([F:36])=[CH:32][CH:31]=3)[OH:29])[C:9]2=[O:37])=[CH:4][CH:3]=1.CO. (7) The reactants are: [C:1]([NH:5][S:6]([C:9]1[CH:14]=[CH:13][C:12](/[CH:15]=[CH:16]/N(C)C)=[C:11]([N+:20]([O-])=O)[CH:10]=1)(=[O:8])=[O:7])([CH3:4])([CH3:3])[CH3:2]. Given the product [C:1]([NH:5][S:6]([C:9]1[CH:10]=[C:11]2[C:12]([CH:15]=[CH:16][NH:20]2)=[CH:13][CH:14]=1)(=[O:7])=[O:8])([CH3:2])([CH3:3])[CH3:4], predict the reactants needed to synthesize it.